From a dataset of Catalyst prediction with 721,799 reactions and 888 catalyst types from USPTO. Predict which catalyst facilitates the given reaction. (1) Reactant: [CH3:1][C:2]1[CH:18]=[CH:17][C:5]([N:6]=[CH:7][C:8]2[CH:13]=[CH:12][CH:11]=[CH:10][C:9]=2[N+:14]([O-:16])=[O:15])=[CH:4][CH:3]=1.B(F)(F)F.CCOCC.[CH2:28]=[C:29]([CH3:31])[CH3:30]. The catalyst class is: 10. Product: [CH3:28][C:29]1([CH3:31])[C:4]2[C:5](=[CH:17][CH:18]=[C:2]([CH3:1])[CH:3]=2)[NH:6][CH:7]([C:8]2[CH:13]=[CH:12][CH:11]=[CH:10][C:9]=2[N+:14]([O-:16])=[O:15])[CH2:30]1. (2) Reactant: Br[C:2]1[CH:3]=[C:4]([NH:13][C:14]2[N:19]=[C:18]([C:20]([F:23])([F:22])[F:21])[CH:17]=[CH:16][N:15]=2)[CH:5]=[C:6]([C:8]2[S:12][CH:11]=[N:10][CH:9]=2)[CH:7]=1.[CH:24]1(B(O)O)[CH2:26][CH2:25]1.P([O-])([O-])([O-])=O.[K+].[K+].[K+].C1(P(C2CCCCC2)C2CCCCC2)CCCCC1. Product: [CH:24]1([C:2]2[CH:3]=[C:4]([NH:13][C:14]3[N:19]=[C:18]([C:20]([F:23])([F:22])[F:21])[CH:17]=[CH:16][N:15]=3)[CH:5]=[C:6]([C:8]3[S:12][CH:11]=[N:10][CH:9]=3)[CH:7]=2)[CH2:26][CH2:25]1. The catalyst class is: 706. (3) Reactant: [CH3:1][O:2][C:3]1[CH:16]=[CH:15][CH:14]=[C:13]2[C:4]=1[S:5][C:6]1[CH:7]=[CH:8][C:9]([N+:18]([O-:20])=[O:19])=[CH:10][C:11]=1[C:12]2=O.B.C1COCC1. Product: [CH3:1][O:2][C:3]1[CH:16]=[CH:15][CH:14]=[C:13]2[C:4]=1[S:5][C:6]1[CH:7]=[CH:8][C:9]([N+:18]([O-:20])=[O:19])=[CH:10][C:11]=1[CH2:12]2. The catalyst class is: 7. (4) Reactant: F[C:2]1[CH:3]=[C:4]([N+:8]([O-:10])=[O:9])[CH:5]=[CH:6][CH:7]=1.[CH3:11][O:12][C:13]1[CH:18]=[CH:17][CH:16]=[CH:15][C:14]=1[OH:19].C(=O)([O-])[O-].[K+].[K+]. Product: [CH3:11][O:12][C:13]1[CH:18]=[CH:17][CH:16]=[CH:15][C:14]=1[O:19][C:2]1[CH:3]=[C:4]([N+:8]([O-:10])=[O:9])[CH:5]=[CH:6][CH:7]=1. The catalyst class is: 204. (5) Reactant: C([O:5][C:6](=[O:37])[CH:7]([O:9][C:10]1[CH:15]=[CH:14][C:13]([Cl:16])=[CH:12][C:11]=1[CH2:17][C:18]1[CH:23]=[C:22]([Cl:24])[CH:21]=[CH:20][C:19]=1[O:25][CH2:26][C:27]([O:29][CH2:30][C:31]1[CH:36]=[CH:35][CH:34]=[CH:33][CH:32]=1)=[O:28])[CH3:8])(C)(C)C.C(O)(C(F)(F)F)=O. Product: [CH2:30]([O:29][C:27]([CH2:26][O:25][C:19]1[CH:20]=[CH:21][C:22]([Cl:24])=[CH:23][C:18]=1[CH2:17][C:11]1[CH:12]=[C:13]([Cl:16])[CH:14]=[CH:15][C:10]=1[O:9][CH:7]([CH3:8])[C:6]([OH:37])=[O:5])=[O:28])[C:31]1[CH:32]=[CH:33][CH:34]=[CH:35][CH:36]=1. The catalyst class is: 2. (6) Reactant: [C:1]([C:5]1[CH:10]=[CH:9][CH:8]=[CH:7][C:6]=1[O:11][CH3:12])([CH3:4])([CH3:3])[CH3:2].[C:13](O)(=[O:17])[C:14]([CH3:16])=[CH2:15]. Product: [C:1]([C:5]1[CH:10]=[C:9]2[C:8]([CH2:15][CH:14]([CH3:16])[C:13]2=[O:17])=[CH:7][C:6]=1[O:11][CH3:12])([CH3:4])([CH3:2])[CH3:3]. The catalyst class is: 6. (7) Reactant: O=[C:2]1[CH2:6][S:5][CH2:4][CH:3]1[C:7]#[N:8].Cl.[C:10]1([NH:16][NH2:17])[CH:15]=[CH:14][CH:13]=[CH:12][CH:11]=1. Product: [C:10]1([N:16]2[C:7]([NH2:8])=[C:3]3[CH2:4][S:5][CH2:6][C:2]3=[N:17]2)[CH:15]=[CH:14][CH:13]=[CH:12][CH:11]=1. The catalyst class is: 8. (8) Reactant: C([O:4][CH2:5][C:6]1[C:11]([Br:12])=[CH:10][CH:9]=[C:8]([O:13][CH3:14])[N:7]=1)(=O)C.C(=O)([O-])[O-].[K+].[K+]. Product: [Br:12][C:11]1[C:6]([CH2:5][OH:4])=[N:7][C:8]([O:13][CH3:14])=[CH:9][CH:10]=1. The catalyst class is: 24.